Dataset: Forward reaction prediction with 1.9M reactions from USPTO patents (1976-2016). Task: Predict the product of the given reaction. (1) Given the reactants [OH:1][C:2]1[C:9]([O:10][CH3:11])=[C:8]([N+:12]([O-:14])=[O:13])[CH:7]=[CH:6][C:3]=1[CH:4]=[O:5].[CH2:15](Br)[CH:16]=[CH2:17].CCOC(C)=O, predict the reaction product. The product is: [CH2:17]([O:1][C:2]1[C:9]([O:10][CH3:11])=[C:8]([N+:12]([O-:14])=[O:13])[CH:7]=[CH:6][C:3]=1[CH:4]=[O:5])[CH:16]=[CH2:15]. (2) The product is: [NH2:7][C:2]([CH2:5][O:6][CH2:13][CH2:12][C:11]#[N:14])([CH2:3][O:4][CH2:13][CH2:12][C:11]#[N:14])[CH2:1][O:8][CH2:13][CH2:12][C:11]#[N:14]. Given the reactants [CH2:1]([OH:8])[C:2]([NH2:7])([CH2:5][OH:6])[CH2:3][OH:4].[OH-].[K+].[C:11](#[N:14])[CH:12]=[CH2:13], predict the reaction product. (3) Given the reactants [NH2:1][C:2]1[C:3]([C:7]2[N:8]([CH2:18][CH3:19])[C:9]3[C:14]([CH:15]=O)=[CH:13][N:12]=[CH:11][C:10]=3[N:17]=2)=[N:4][O:5][N:6]=1.[F:20][C:21]1[CH:26]=[CH:25][C:24]([N:27]2[CH2:32][CH2:31][NH:30][CH2:29][CH2:28]2)=[CH:23][CH:22]=1.C(O[BH-](OC(=O)C)OC(=O)C)(=O)C.[Na+], predict the reaction product. The product is: [CH2:18]([N:8]1[C:9]2[C:14]([CH2:15][N:30]3[CH2:29][CH2:28][N:27]([C:24]4[CH:23]=[CH:22][C:21]([F:20])=[CH:26][CH:25]=4)[CH2:32][CH2:31]3)=[CH:13][N:12]=[CH:11][C:10]=2[N:17]=[C:7]1[C:3]1[C:2]([NH2:1])=[N:6][O:5][N:4]=1)[CH3:19]. (4) Given the reactants [NH2:1][C:2]1[N:7]=[C:6](Cl)[CH:5]=[C:4]([CH:9]2[CH2:13][CH2:12][CH2:11][CH2:10]2)[N:3]=1.[CH3:14][N:15]1[CH2:20][CH2:19][NH:18][CH2:17][CH2:16]1, predict the reaction product. The product is: [CH:9]1([C:4]2[CH:5]=[C:6]([N:18]3[CH2:19][CH2:20][N:15]([CH3:14])[CH2:16][CH2:17]3)[N:7]=[C:2]([NH2:1])[N:3]=2)[CH2:13][CH2:12][CH2:11][CH2:10]1. (5) The product is: [CH3:1][S:2]([O:16][CH2:15][CH2:14][CH2:13][CH:12]([C:17]1[CH:18]=[CH:19][C:20]([C:21]#[N:22])=[CH:23][CH:24]=1)[O:11][C:10]1[CH:25]=[CH:26][C:27]([O:28][CH3:29])=[C:8]([O:7][CH3:6])[CH:9]=1)(=[O:4])=[O:3]. Given the reactants [CH3:1][S:2](Cl)(=[O:4])=[O:3].[CH3:6][O:7][C:8]1[CH:9]=[C:10]([CH:25]=[CH:26][C:27]=1[O:28][CH3:29])[O:11][CH:12]([C:17]1[CH:24]=[CH:23][C:20]([C:21]#[N:22])=[CH:19][CH:18]=1)[CH2:13][CH2:14][CH2:15][OH:16].C(N(CC)CC)C.O, predict the reaction product. (6) Given the reactants [CH3:1][S:2]([C:5]1[CH:10]=[CH:9][C:8](F)=[CH:7][CH:6]=1)(=[O:4])=[O:3].[NH2:12][CH:13]1[CH2:17][CH2:16][NH:15][CH2:14]1.C(=O)([O-])[O-].[K+].[K+], predict the reaction product. The product is: [CH3:1][S:2]([C:5]1[CH:10]=[CH:9][C:8]([NH:12][CH:13]2[CH2:17][CH2:16][NH:15][CH2:14]2)=[CH:7][CH:6]=1)(=[O:4])=[O:3]. (7) Given the reactants P(Cl)(Cl)(Cl)=O.[F:6][C:7]1[CH:8]=[C:9]2[C:15]([C:16]3[N:17]=[N:18][C:19]([C:23]([CH3:29])([CH3:28])[C:24]([O:26]C)=O)=[C:20](O)[N:21]=3)=[N:14][N:13]([CH2:30][CH2:31][C:32]([F:38])([F:37])[C:33]([F:36])([F:35])[F:34])[C:10]2=[N:11][CH:12]=1.[NH3:39], predict the reaction product. The product is: [F:6][C:7]1[CH:8]=[C:9]2[C:15]([C:16]3[N:17]=[N:18][C:19]4[C:23]([CH3:29])([CH3:28])[C:24](=[O:26])[NH:39][C:20]=4[N:21]=3)=[N:14][N:13]([CH2:30][CH2:31][C:32]([F:38])([F:37])[C:33]([F:34])([F:36])[F:35])[C:10]2=[N:11][CH:12]=1. (8) Given the reactants [NH2:1][C:2]1[S:3][C@:4]2([C:21]([NH2:23])=[O:22])[C@H:6]([C@:7]([C:10]3[CH:15]=[C:14]([N+:16]([O-])=O)[CH:13]=[C:12]([F:19])[C:11]=3[F:20])([CH3:9])[N:8]=1)[CH2:5]2, predict the reaction product. The product is: [NH2:1][C:2]1[S:3][C@:4]2([C:21]([NH2:23])=[O:22])[C@H:6]([C@:7]([C:10]3[CH:15]=[C:14]([NH2:16])[CH:13]=[C:12]([F:19])[C:11]=3[F:20])([CH3:9])[N:8]=1)[CH2:5]2.